Task: Predict the reactants needed to synthesize the given product.. Dataset: Full USPTO retrosynthesis dataset with 1.9M reactions from patents (1976-2016) (1) Given the product [CH2:20]([CH:15]1[C:16]([OH:18])([CH3:17])[N:9]([C:1]([C:2]2[CH:7]=[CH:6][CH:5]=[CH:4][CH:3]=2)=[O:8])[N:10]=[C:14]1[CH3:13])[CH3:21], predict the reactants needed to synthesize it. The reactants are: [C:1]([NH:9][NH2:10])(=[O:8])[C:2]1[CH:7]=[CH:6][CH:5]=[CH:4][CH:3]=1.C([CH2:13][C:14](=O)[CH2:15][C:16](=[O:18])[CH3:17])C.[CH2:20](O)[CH3:21]. (2) Given the product [Cl:1][C:2]1[CH:17]=[CH:16][C:5]2[N:6]([CH:11]3[CH2:15][CH2:14][O:13][CH2:12]3)[C:7]([CH2:9][N:24]3[C:25]4[C:30](=[CH:29][CH:28]=[CH:27][CH:26]=4)[C:22]([S:19]([CH3:18])(=[O:20])=[O:21])=[N:23]3)=[N:8][C:4]=2[CH:3]=1, predict the reactants needed to synthesize it. The reactants are: [Cl:1][C:2]1[CH:17]=[CH:16][C:5]2[N:6]([CH:11]3[CH2:15][CH2:14][O:13][CH2:12]3)[C:7]([CH2:9]Cl)=[N:8][C:4]=2[CH:3]=1.[CH3:18][S:19]([C:22]1[C:30]2[C:25](=[CH:26][CH:27]=[CH:28][CH:29]=2)[NH:24][N:23]=1)(=[O:21])=[O:20].CS(C1C2C(=CN=CC=2)NN=1)(=O)=O. (3) Given the product [CH3:24][O:23][C:21]([C@@:8]1([C:4]2[CH:5]=[CH:6][CH:7]=[C:2]([F:1])[C:3]=2[CH3:25])[CH2:12][CH2:11][C:10]([CH:26]2[CH2:28][CH2:27]2)=[CH:9]1)=[O:22], predict the reactants needed to synthesize it. The reactants are: [F:1][C:2]1[C:3]([CH3:25])=[C:4]([C@:8]2([C:21]([O:23][CH3:24])=[O:22])[CH2:12][CH2:11][C:10](OS(C(F)(F)F)(=O)=O)=[CH:9]2)[CH:5]=[CH:6][CH:7]=1.[CH:26]1(B(O)O)[CH2:28][CH2:27]1.O1CCOCC1.